This data is from Forward reaction prediction with 1.9M reactions from USPTO patents (1976-2016). The task is: Predict the product of the given reaction. (1) The product is: [Cl:1][C:2]1[CH:3]=[C:4]([O:9][C:11]2[CH:18]=[CH:17][C:14]([CH:15]=[O:16])=[CH:13][CH:12]=2)[CH:5]=[CH:6][C:7]=1[CH3:8]. Given the reactants [Cl:1][C:2]1[CH:3]=[C:4]([OH:9])[CH:5]=[CH:6][C:7]=1[CH3:8].F[C:11]1[CH:18]=[CH:17][C:14]([CH:15]=[O:16])=[CH:13][CH:12]=1.C([O-])([O-])=O.[K+].[K+], predict the reaction product. (2) Given the reactants [CH2:1]([N:8]1[C:12]2[CH:13]=[C:14]([NH2:17])[CH:15]=[CH:16][C:11]=2[N:10]=[CH:9]1)[C:2]1[CH:7]=[CH:6][CH:5]=[CH:4][CH:3]=1.[Br:18]Br.N.CO.C(Cl)(Cl)Cl, predict the reaction product. The product is: [CH2:1]([N:8]1[C:12]2[C:13]([Br:18])=[C:14]([NH2:17])[CH:15]=[CH:16][C:11]=2[N:10]=[CH:9]1)[C:2]1[CH:3]=[CH:4][CH:5]=[CH:6][CH:7]=1. (3) Given the reactants [CH2:1]([NH:3][C:4]1[N:5]=[C:6]([NH:19][CH3:20])[C:7]2[N:13]=[C:12]([NH:14][CH2:15][CH3:16])[N:11]=[C:10]([NH:17][CH3:18])[C:8]=2[N:9]=1)[CH3:2].Cl.C(OCC)C.Cl.[Cl:28]C1N=C(NCCC)C2N=C(NC)N=C(NCCC)C=2N=1, predict the reaction product. The product is: [ClH:28].[CH2:1]([NH:3][C:4]1[N:5]=[C:6]([NH:19][CH3:20])[C:7]2[N:13]=[C:12]([NH:14][CH2:15][CH3:16])[N:11]=[C:10]([NH:17][CH3:18])[C:8]=2[N:9]=1)[CH3:2]. (4) Given the reactants C(OC(N1CCCCC1[O:14][C:15]1[CH:20]=[CH:19][C:18]([NH:21][C:22]2[C:23]3[CH:31]=[C:30](F)[N:29]=[CH:28][C:24]=3[N:25]=[CH:26][N:27]=2)=[CH:17][C:16]=1[CH3:33])=O)(C)(C)C.F[C:35]1[N:45]=[CH:44][C:38]2N=CNC(=O)[C:37]=2[CH:36]=1.O=S(Cl)Cl.CC[N:52]([CH2:55][CH3:56])[CH2:53][CH3:54].C(OC(N1CCC([O:70][C:71]2[CH:76]=[CH:75][C:74](N)=[CH:73][C:72]=2C)CC1)=O)(C)(C)C, predict the reaction product. The product is: [CH:76]1([C:71]([N:45]2[CH2:35][CH2:36][CH:37]([O:14][C:15]3[CH:20]=[CH:19][C:18]([NH:21][C:22]4[C:23]5[CH:31]=[C:30]([N:52]6[CH2:53][CH2:54][CH2:56][CH2:55]6)[N:29]=[CH:28][C:24]=5[N:25]=[CH:26][N:27]=4)=[CH:17][C:16]=3[CH3:33])[CH2:38][CH2:44]2)=[O:70])[CH2:75][CH2:74][CH2:73][CH2:72]1. (5) Given the reactants FC(F)(F)C([N:5]1[CH2:10][CH2:9][CH:8]([C:11](Cl)=O)[CH2:7][CH2:6]1)=O.[NH2:16][C:17]1[C:25]2[C:20](=[CH:21][C:22]([Br:26])=[CH:23][CH:24]=2)[NH:19][C:18]=1[C:27]([NH2:29])=[O:28].O, predict the reaction product. The product is: [Br:26][C:22]1[CH:23]=[CH:24][C:25]2[C:17]3[N:16]=[C:11]([CH:8]4[CH2:7][CH2:6][NH:5][CH2:10][CH2:9]4)[N:29]=[C:27]([OH:28])[C:18]=3[NH:19][C:20]=2[CH:21]=1. (6) The product is: [O:2]=[C:3]1[CH:8]=[CH:7][N:6]([C:10]([O:12][CH2:13][C:14]2[CH:19]=[CH:18][CH:17]=[CH:16][CH:15]=2)=[O:11])[CH:5]([C:25]2[CH:26]=[CH:27][C:22]([C:21]([F:31])([F:30])[F:20])=[CH:23][CH:24]=2)[CH2:4]1. Given the reactants C[O:2][C:3]1[CH:8]=[CH:7][N:6]=[CH:5][CH:4]=1.Cl[C:10]([O:12][CH2:13][C:14]1[CH:19]=[CH:18][CH:17]=[CH:16][CH:15]=1)=[O:11].[F:20][C:21]([F:31])([F:30])[C:22]1[CH:27]=[CH:26][C:25]([Mg]Br)=[CH:24][CH:23]=1, predict the reaction product. (7) Given the reactants [N:1]1[C:6]2[NH:7][CH:8]=[CH:9][C:5]=2[CH:4]=[N:3][CH:2]=1.[I:10]N1C(=O)CCC1=O.C(#N)C, predict the reaction product. The product is: [I:10][C:9]1[C:5]2[CH:4]=[N:3][CH:2]=[N:1][C:6]=2[NH:7][CH:8]=1.